Dataset: Catalyst prediction with 721,799 reactions and 888 catalyst types from USPTO. Task: Predict which catalyst facilitates the given reaction. (1) Reactant: [Br:1][C:2]1[CH:7]=[CH:6][C:5]([CH2:8]Br)=[C:4]([CH2:10][CH3:11])[CH:3]=1.[NH:12]1[CH2:16][CH2:15][CH2:14][CH2:13]1. Product: [Br:1][C:2]1[CH:7]=[CH:6][C:5]([CH2:8][N:12]2[CH2:16][CH2:15][CH2:14][CH2:13]2)=[C:4]([CH2:10][CH3:11])[CH:3]=1. The catalyst class is: 2. (2) Reactant: [I:1][C:2]1[C:3]2[C:4](=[CH:8][NH:9][N:10]=2)[N:5]=[CH:6][CH:7]=1.Br[CH2:12][CH2:13][C:14]([CH3:17])([OH:16])[CH3:15].C([O-])([O-])=O.[Cs+].[Cs+]. Product: [I:1][C:2]1[C:3]2[C:4](=[CH:8][N:9]([CH2:12][CH2:13][C:14]([CH3:17])([OH:16])[CH3:15])[N:10]=2)[N:5]=[CH:6][CH:7]=1.[I:1][C:2]1[CH:7]=[CH:6][N:5]=[C:4]2[CH:8]=[N:9][N:10]([CH2:12][CH2:13][C:14]([CH3:17])([OH:16])[CH3:15])[C:3]=12. The catalyst class is: 3.